This data is from Forward reaction prediction with 1.9M reactions from USPTO patents (1976-2016). The task is: Predict the product of the given reaction. (1) Given the reactants [NH2:1][C:2]1[CH:7]=[CH:6][CH:5]=[CH:4][C:3]=1[S:8][C:9]1[CH:14]=[CH:13][CH:12]=[CH:11][C:10]=1[C:15]([N:17]1[CH2:22][CH2:21][N:20]([CH2:23][CH2:24][O:25][CH2:26][CH2:27][OH:28])[CH2:19][CH2:18]1)=[O:16].C(N(CC)CC)C.[C:36](OC(=O)C)(=[O:38])[CH3:37].[C:43](OCC)(=[O:45])[CH3:44], predict the reaction product. The product is: [NH:1]([C:2]1[CH:7]=[CH:6][CH:5]=[CH:4][C:3]=1[S:8][C:9]1[CH:14]=[CH:13][CH:12]=[CH:11][C:10]=1[C:15]([N:17]1[CH2:18][CH2:19][N:20]([CH2:23][CH2:24][O:25][CH2:26][CH2:27][O:28][C:43](=[O:45])[CH3:44])[CH2:21][CH2:22]1)=[O:16])[C:36]([CH3:37])=[O:38]. (2) The product is: [CH3:1][C:2]1[C:6]([C:7]2[C:16]3[C:11](=[CH:12][CH:13]=[CH:14][CH:15]=3)[CH:10]=[CH:9][CH:8]=2)=[C:5]([S:17][CH2:19][C:20]([O:22][CH2:23][CH3:24])=[O:21])[O:4][N:3]=1. Given the reactants [CH3:1][C:2]1[C:6]([C:7]2[C:16]3[C:11](=[CH:12][CH:13]=[CH:14][CH:15]=3)[CH:10]=[CH:9][CH:8]=2)=[C:5]([SH:17])[O:4][N:3]=1.Br[CH2:19][C:20]([O:22][CH2:23][CH3:24])=[O:21].C(=O)([O-])[O-].[K+].[K+].O, predict the reaction product. (3) Given the reactants [NH2:1][C:2]1[CH:10]=[N:9][CH:8]=[CH:7][C:3]=1[C:4]([NH2:6])=[O:5].[Cl:11][CH2:12][C:13](Cl)=[O:14], predict the reaction product. The product is: [Cl:11][CH2:12][C:13]([NH:1][C:2]1[CH:10]=[N:9][CH:8]=[CH:7][C:3]=1[C:4]([NH2:6])=[O:5])=[O:14]. (4) Given the reactants [CH:1]1([C:4]2[CH:5]=[C:6]([C@@H:16]([CH2:20][C@H:21]3[CH2:25][CH2:24][C:23](=[O:26])[CH2:22]3)[C:17](O)=[O:18])[CH:7]=[CH:8][C:9]=2[S:10]([CH:13]2[CH2:15][CH2:14]2)(=[O:12])=[O:11])[CH2:3][CH2:2]1.C(Cl)(=O)C(Cl)=O.[NH2:33][C:34]1[CH:38]=[CH:37][N:36]([C:39]([O:41][C:42]([CH3:45])([CH3:44])[CH3:43])=[O:40])[N:35]=1.Cl, predict the reaction product. The product is: [CH:1]1([C:4]2[CH:5]=[C:6]([C@@H:16]([CH2:20][C@H:21]3[CH2:25][CH2:24][C:23](=[O:26])[CH2:22]3)[C:17]([NH:33][C:34]3[CH:38]=[CH:37][N:36]([C:39]([O:41][C:42]([CH3:45])([CH3:44])[CH3:43])=[O:40])[N:35]=3)=[O:18])[CH:7]=[CH:8][C:9]=2[S:10]([CH:13]2[CH2:15][CH2:14]2)(=[O:12])=[O:11])[CH2:2][CH2:3]1. (5) Given the reactants N1CCCC[CH2:2]1.C(O[C:10](=O)[CH2:11][N:12]([C:14](=[O:16])C)C)C.[CH3:18][N:19]([CH3:22])[CH:20]=[O:21], predict the reaction product. The product is: [CH3:18][N:19]1[CH2:22][C:14](=[O:16])[NH:12][C:11]([CH3:10])([CH3:2])[C:20]1=[O:21].